This data is from Peptide-MHC class I binding affinity with 185,985 pairs from IEDB/IMGT. The task is: Regression. Given a peptide amino acid sequence and an MHC pseudo amino acid sequence, predict their binding affinity value. This is MHC class I binding data. The peptide sequence is FLLAQFTSAI. The MHC is HLA-A02:03 with pseudo-sequence HLA-A02:03. The binding affinity (normalized) is 1.00.